Dataset: Forward reaction prediction with 1.9M reactions from USPTO patents (1976-2016). Task: Predict the product of the given reaction. Given the reactants Cl[C:2]1[N:7]=[CH:6][N:5]=[C:4]([N:8]2[C:16]3[C:11](=[CH:12][C:13]([C:17]([OH:19])=[O:18])=[CH:14][CH:15]=3)[CH2:10][CH2:9]2)[CH:3]=1.[CH:20]([O:23][C:24]([N:26]1[CH2:31][CH2:30][CH:29]([OH:32])[CH2:28][CH2:27]1)=[O:25])([CH3:22])[CH3:21].C[Si]([N-][Si](C)(C)C)(C)C.[Na+].O1CCCC1, predict the reaction product. The product is: [CH:20]([O:23][C:24]([N:26]1[CH2:27][CH2:28][CH:29]([O:32][C:2]2[N:7]=[CH:6][N:5]=[C:4]([N:8]3[C:16]4[C:11](=[CH:12][C:13]([C:17]([OH:19])=[O:18])=[CH:14][CH:15]=4)[CH2:10][CH2:9]3)[CH:3]=2)[CH2:30][CH2:31]1)=[O:25])([CH3:22])[CH3:21].